This data is from Forward reaction prediction with 1.9M reactions from USPTO patents (1976-2016). The task is: Predict the product of the given reaction. (1) Given the reactants [NH2:1][CH2:2][CH2:3][C:4]1[CH:11]=[CH:10][C:8]([OH:9])=[C:6]([OH:7])[CH:5]=1.Cl.[CH:13](=O)[CH3:14], predict the reaction product. The product is: [CH3:13][C@@H:14]1[NH:1][CH2:2][CH2:3][C:4]2[C:11]1=[CH:10][C:8]([OH:9])=[C:6]([OH:7])[CH:5]=2. (2) Given the reactants [NH2:1][C:2]1[CH:3]=[CH:4][C:5]([F:14])=[C:6]([CH:13]=1)[C:7]([NH:9][CH:10]([CH3:12])[CH3:11])=[O:8].[CH:15](=O)[C:16]1[CH:21]=[CH:20][CH:19]=[CH:18][CH:17]=1, predict the reaction product. The product is: [CH2:15]([NH:1][C:2]1[CH:3]=[CH:4][C:5]([F:14])=[C:6]([CH:13]=1)[C:7]([NH:9][CH:10]([CH3:11])[CH3:12])=[O:8])[C:16]1[CH:21]=[CH:20][CH:19]=[CH:18][CH:17]=1.